Dataset: Full USPTO retrosynthesis dataset with 1.9M reactions from patents (1976-2016). Task: Predict the reactants needed to synthesize the given product. (1) Given the product [CH3:11][O:10][C:7]1[C:6]([C:20]2[CH:19]=[CH:18][CH:17]=[C:16]([C:15]([F:26])([F:25])[F:14])[CH:21]=2)=[CH:5][C:4]([C:3]([OH:2])=[O:13])=[CH:9][CH:8]=1, predict the reactants needed to synthesize it. The reactants are: C[O:2][C:3](=[O:13])[C:4]1[CH:9]=[CH:8][C:7]([O:10][CH3:11])=[C:6](Br)[CH:5]=1.[F:14][C:15]([F:26])([F:25])[C:16]1[CH:17]=[C:18](B(O)O)[CH:19]=[CH:20][CH:21]=1. (2) Given the product [CH2:16]([O:12][C:8]1[CH:9]=[CH:10][CH:11]=[C:6](/[CH:5]=[C:4](/[N+:1]([O-:3])=[O:2])\[CH3:13])[CH:7]=1)[C:17]1[CH:22]=[CH:21][CH:20]=[CH:19][CH:18]=1, predict the reactants needed to synthesize it. The reactants are: [N+:1](/[C:4](/[CH3:13])=[CH:5]/[C:6]1[CH:7]=[C:8]([OH:12])[CH:9]=[CH:10][CH:11]=1)([O-:3])=[O:2].[H-].[Na+].[CH2:16](Br)[C:17]1[CH:22]=[CH:21][CH:20]=[CH:19][CH:18]=1. (3) Given the product [CH3:1][O:2][C:3]([C:4]1[CH:9]=[CH:8][C:7]2[N:10]=[C:16]([C:15]3[C:14]([Cl:13])=[CH:21][CH:20]=[CH:19][C:18]=3[Cl:22])[NH:11][C:6]=2[CH:5]=1)=[O:12], predict the reactants needed to synthesize it. The reactants are: [CH3:1][O:2][C:3](=[O:12])[C:4]1[CH:9]=[CH:8][C:7]([NH2:10])=[C:6]([NH2:11])[CH:5]=1.[Cl:13][C:14]1[CH:21]=[CH:20][CH:19]=[C:18]([Cl:22])[C:15]=1[CH:16]=O.O.OOS([O-])=O.[K+]. (4) Given the product [CH:1]1[CH:9]=[CH:8][CH:7]=[C:6]2[C:2]=1[CH:3]=[C:4]1[CH2:13][CH2:12][CH:11]([OH:14])[CH2:10][N:5]12, predict the reactants needed to synthesize it. The reactants are: [CH:1]1[CH:9]=[CH:8][CH:7]=[C:6]2[C:2]=1[CH:3]=[C:4]1[CH2:13][CH2:12][C:11](=[O:14])[CH2:10][N:5]12.[BH4-].[Na+].[NH4+].[Cl-]. (5) Given the product [Cl:10][C:8]1[CH:9]=[C:5]([C:3]([NH2:13])=[O:4])[NH:6][CH:7]=1, predict the reactants needed to synthesize it. The reactants are: ClC(Cl)(Cl)[C:3]([C:5]1[NH:6][CH:7]=[C:8]([Cl:10])[CH:9]=1)=[O:4].[NH4+:13].[OH-]. (6) Given the product [F:1][C:2]1[CH:3]=[CH:4][C:5]([N:8]2[C:16]3[C:11](=[CH:12][C:13]([O:17][C@H:18]([C:22]4[CH:27]=[CH:26][CH:25]=[C:24]([O:28][CH3:29])[CH:23]=4)[C@@H:19]([NH:21][C:37]([C:33]4[S:34][CH:35]=[CH:36][C:32]=4[O:31][CH3:30])=[O:38])[CH3:20])=[CH:14][CH:15]=3)[CH:10]=[N:9]2)=[CH:6][CH:7]=1, predict the reactants needed to synthesize it. The reactants are: [F:1][C:2]1[CH:7]=[CH:6][C:5]([N:8]2[C:16]3[C:11](=[CH:12][C:13]([O:17][C@H:18]([C:22]4[CH:27]=[CH:26][CH:25]=[C:24]([O:28][CH3:29])[CH:23]=4)[C@@H:19]([NH2:21])[CH3:20])=[CH:14][CH:15]=3)[CH:10]=[N:9]2)=[CH:4][CH:3]=1.[CH3:30][O:31][C:32]1[CH:36]=[CH:35][S:34][C:33]=1[C:37](O)=[O:38]. (7) Given the product [O:9]=[C:7]1[CH2:6][CH:5]2[N:10]([C:23]([O:22][C:19]([CH3:21])([CH3:20])[CH3:18])=[O:24])[CH:1]([CH2:2][S:3][CH2:4]2)[CH2:8]1, predict the reactants needed to synthesize it. The reactants are: [CH:1]12[NH:10][CH:5]([CH2:6][C:7](=[O:9])[CH2:8]1)[CH2:4][S:3][CH2:2]2.CCN(CC)CC.[CH3:18][C:19]([O:22][C:23](O[C:23]([O:22][C:19]([CH3:21])([CH3:20])[CH3:18])=[O:24])=[O:24])([CH3:21])[CH3:20].